This data is from Reaction yield outcomes from USPTO patents with 853,638 reactions. The task is: Predict the reaction yield, written as a fraction of the theoretical maximum amount of product (1.0 means a 100% yield; for example, 0.34 means a 34% yield). (1) The reactants are [O:1]=[C:2]([N:10]1[CH2:14][CH2:13][CH2:12][C@H:11]1[C:15]([OH:17])=[O:16])[C:3](=[O:9])[C:4]([CH3:8])([CH3:7])[CH2:5][CH3:6].[C:18]1([CH2:24][CH2:25][CH2:26]O)[CH:23]=[CH:22][CH:21]=[CH:20][CH:19]=1.C1(N=C=NC2CCCCC2)CCCCC1.C12(CS(O)(=O)=O)C(C)(C)C(CC1)CC2=O. The catalyst is CN(C)C1C=CN=CC=1.C(Cl)Cl. The product is [CH3:8][C:4]([CH3:7])([CH2:5][CH3:6])[C:3](=[O:9])[C:2]([N:10]1[CH2:14][CH2:13][CH2:12][C@H:11]1[C:15]([O:17][CH2:26][CH2:25][CH2:24][C:18]1[CH:23]=[CH:22][CH:21]=[CH:20][CH:19]=1)=[O:16])=[O:1]. The yield is 0.800. (2) The reactants are [CH2:1]([O:8][C:9]1[CH:18]=[C:17]([O:19][CH2:20][C:21]2[CH:26]=[CH:25][CH:24]=[CH:23][CH:22]=2)[C:16]([C:27]([CH3:29])=[CH2:28])=[CH:15][C:10]=1[C:11]([O:13]C)=[O:12])[C:2]1[CH:7]=[CH:6][CH:5]=[CH:4][CH:3]=1.[OH-].[K+]. The catalyst is CO.O. The product is [CH2:1]([O:8][C:9]1[CH:18]=[C:17]([O:19][CH2:20][C:21]2[CH:26]=[CH:25][CH:24]=[CH:23][CH:22]=2)[C:16]([C:27]([CH3:29])=[CH2:28])=[CH:15][C:10]=1[C:11]([OH:13])=[O:12])[C:2]1[CH:3]=[CH:4][CH:5]=[CH:6][CH:7]=1. The yield is 0.890.